This data is from Full USPTO retrosynthesis dataset with 1.9M reactions from patents (1976-2016). The task is: Predict the reactants needed to synthesize the given product. Given the product [CH2:1]([O:8][C:9]1[CH:10]=[C:11]2[C:16](=[CH:17][CH:18]=1)[CH:15]([C:19]([N:30]([CH2:29][C:27]1[CH:26]=[N:25][N:24]([CH2:22][CH3:23])[CH:28]=1)[C:31]1[CH:36]=[CH:35][C:34]([CH:37]([CH3:38])[CH3:39])=[CH:33][CH:32]=1)=[O:20])[CH2:14][CH2:13][CH2:12]2)[C:2]1[CH:3]=[CH:4][CH:5]=[CH:6][CH:7]=1, predict the reactants needed to synthesize it. The reactants are: [CH2:1]([O:8][C:9]1[CH:10]=[C:11]2[C:16](=[CH:17][CH:18]=1)[CH:15]([C:19](O)=[O:20])[CH2:14][CH2:13][CH2:12]2)[C:2]1[CH:7]=[CH:6][CH:5]=[CH:4][CH:3]=1.[CH2:22]([N:24]1[CH:28]=[C:27]([CH2:29][NH:30][C:31]2[CH:36]=[CH:35][C:34]([CH:37]([CH3:39])[CH3:38])=[CH:33][CH:32]=2)[CH:26]=[N:25]1)[CH3:23].